Predict the product of the given reaction. From a dataset of Forward reaction prediction with 1.9M reactions from USPTO patents (1976-2016). (1) The product is: [Br:1][C:2]1[CH:3]=[CH:4][C:5]([CH2:8][Cl:12])=[N:6][CH:7]=1. Given the reactants [Br:1][C:2]1[CH:3]=[CH:4][C:5]([CH2:8]O)=[N:6][CH:7]=1.S(Cl)([Cl:12])=O, predict the reaction product. (2) Given the reactants Br[CH2:2][C:3]1[C:12]([Cl:13])=[N:11][CH:10]=[CH:9][C:4]=1[C:5]([O:7]C)=O.Cl.[F:15][CH:16]([F:29])[CH2:17][O:18][C:19]1[CH:24]=[CH:23][C:22]([CH2:25][NH2:26])=[CH:21][C:20]=1[O:27][CH3:28], predict the reaction product. The product is: [Cl:13][C:12]1[C:3]2[CH2:2][N:26]([CH2:25][C:22]3[CH:23]=[CH:24][C:19]([O:18][CH2:17][CH:16]([F:29])[F:15])=[C:20]([O:27][CH3:28])[CH:21]=3)[C:5](=[O:7])[C:4]=2[CH:9]=[CH:10][N:11]=1. (3) Given the reactants [Cl:1][C:2]1[CH:7]=[CH:6][C:5]([C:8]2([C:11]3[C:20]4[C:15](=[CH:16][CH:17]=[C:18]([O:21]C)[CH:19]=4)[CH2:14][CH2:13][N:12]=3)[CH2:10][CH2:9]2)=[CH:4][CH:3]=1.B(Br)(Br)Br.CO.C(=O)(O)[O-].[Na+], predict the reaction product. The product is: [Cl:1][C:2]1[CH:3]=[CH:4][C:5]([C:8]2([C:11]3[C:20]4[C:15](=[CH:16][CH:17]=[C:18]([OH:21])[CH:19]=4)[CH2:14][CH2:13][N:12]=3)[CH2:10][CH2:9]2)=[CH:6][CH:7]=1.